Dataset: Peptide-MHC class I binding affinity with 185,985 pairs from IEDB/IMGT. Task: Regression. Given a peptide amino acid sequence and an MHC pseudo amino acid sequence, predict their binding affinity value. This is MHC class I binding data. (1) The peptide sequence is TVIYRGTTF. The MHC is HLA-A69:01 with pseudo-sequence HLA-A69:01. The binding affinity (normalized) is 0.0847. (2) The binding affinity (normalized) is 0. The MHC is HLA-A26:01 with pseudo-sequence HLA-A26:01. The peptide sequence is DVCGMFTNR. (3) The peptide sequence is SQLSLSMARR. The MHC is HLA-A11:01 with pseudo-sequence HLA-A11:01. The binding affinity (normalized) is 0.342. (4) The peptide sequence is RKSSFFVWV. The MHC is HLA-A24:02 with pseudo-sequence HLA-A24:02. The binding affinity (normalized) is 0.0278.